From a dataset of Reaction yield outcomes from USPTO patents with 853,638 reactions. Predict the reaction yield, written as a fraction of the theoretical maximum amount of product (1.0 means a 100% yield; for example, 0.34 means a 34% yield). The reactants are [Cl:1][C:2]1[CH:11]=[C:10]([CH:12]([OH:22])[CH2:13][CH2:14][C:15]2[CH:20]=[CH:19][CH:18]=[C:17]([OH:21])[CH:16]=2)[CH:9]=[CH:8][C:3]=1[C:4]([O:6]C)=[O:5].ClC1C=C(C(=O)CCC2C=CC=C(O)C=2)C=CC=1C(O)=O. No catalyst specified. The product is [Cl:1][C:2]1[CH:11]=[C:10]([CH:12]([OH:22])[CH2:13][CH2:14][C:15]2[CH:20]=[CH:19][CH:18]=[C:17]([OH:21])[CH:16]=2)[CH:9]=[CH:8][C:3]=1[C:4]([OH:6])=[O:5]. The yield is 0.900.